Dataset: Catalyst prediction with 721,799 reactions and 888 catalyst types from USPTO. Task: Predict which catalyst facilitates the given reaction. (1) Reactant: [Cl:1][C:2]1[CH:3]=[C:4]([C:21]2[CH:26]=[CH:25][CH:24]=[CH:23][CH:22]=2)[CH:5]=[CH:6][C:7]=1[CH2:8][N:9]1[C:13]2[CH:14]=[C:15]([OH:19])[CH:16]=[C:17]([CH3:18])[C:12]=2[N:11]=[C:10]1[CH3:20].O1CCCC1.[H-].[Na+].Br[CH2:35][C:36]1[N:45]=[CH:44][CH:43]=[CH:42][C:37]=1[C:38]([O:40][CH3:41])=[O:39]. Product: [Cl:1][C:2]1[CH:3]=[C:4]([C:21]2[CH:26]=[CH:25][CH:24]=[CH:23][CH:22]=2)[CH:5]=[CH:6][C:7]=1[CH2:8][N:9]1[C:13]2[CH:14]=[C:15]([O:19][CH2:35][C:36]3[N:45]=[CH:44][CH:43]=[CH:42][C:37]=3[C:38]([O:40][CH3:41])=[O:39])[CH:16]=[C:17]([CH3:18])[C:12]=2[N:11]=[C:10]1[CH3:20]. The catalyst class is: 3. (2) Reactant: [CH3:1][O:2][C:3](=[O:12])[C:4]1[CH:9]=[C:8]([CH3:10])[CH:7]=[CH:6][C:5]=1[SH:11].[Cl:13]N1C(=O)CCC1=O. Product: [CH3:1][O:2][C:3]([C:4]1[CH:9]=[C:8]([CH3:10])[CH:7]=[CH:6][C:5]=1[S:11][Cl:13])=[O:12]. The catalyst class is: 26. (3) Reactant: [C:1]([O:5][C:6](=[O:25])[NH:7][C@@H:8]1[CH2:12][CH2:11][N:10]([S:13]([C:16]2[C:21]([Cl:22])=[CH:20][CH:19]=[C:18]([NH2:23])[C:17]=2[OH:24])(=[O:15])=[O:14])[CH2:9]1)([CH3:4])([CH3:3])[CH3:2].[Cl:26][C:27]1[C:28](=[O:33])[C:29](=[O:32])[C:30]=1Cl. Product: [C:1]([O:5][C:6](=[O:25])[NH:7][C@@H:8]1[CH2:12][CH2:11][N:10]([S:13]([C:16]2[C:21]([Cl:22])=[CH:20][CH:19]=[C:18]([NH:23][C:30]3[C:29](=[O:32])[C:28](=[O:33])[C:27]=3[Cl:26])[C:17]=2[OH:24])(=[O:14])=[O:15])[CH2:9]1)([CH3:4])([CH3:2])[CH3:3]. The catalyst class is: 1. (4) Reactant: [F-].C([N+](CCCC)(CCCC)CCCC)CCC.[CH:19]1([C:25]2[C:33]3[C:28](=[CH:29][C:30]([C:34]([O:36][CH3:37])=[O:35])=[CH:31][CH:32]=3)[N:27]([CH2:38][C:39]#[CH:40])[C:26]=2[C:41]2[CH:46]=[CH:45][CH:44]=[CH:43][C:42]=2[CH2:47][O:48][Si](C(C)C)(C(C)C)C(C)C)[CH2:24][CH2:23][CH2:22][CH2:21][CH2:20]1. Product: [CH:19]1([C:25]2[C:33]3[C:28](=[CH:29][C:30]([C:34]([O:36][CH3:37])=[O:35])=[CH:31][CH:32]=3)[N:27]([CH2:38][C:39]#[CH:40])[C:26]=2[C:41]2[CH:46]=[CH:45][CH:44]=[CH:43][C:42]=2[CH2:47][OH:48])[CH2:20][CH2:21][CH2:22][CH2:23][CH2:24]1. The catalyst class is: 49. (5) Reactant: [CH3:1][O:2][C:3](=[O:20])[C:4]([NH2:19])([CH3:18])[CH2:5][C:6]1[C:14]2[C:9](=[CH:10][CH:11]=[C:12]([O:15][CH2:16][CH3:17])[CH:13]=2)[NH:8][CH:7]=1.[OH:21][C:22]1[CH:23]=[C:24]([CH:27]=[CH:28][CH:29]=1)[CH:25]=O.FC(F)(F)C(O)=O.CO. Product: [CH3:1][O:2][C:3]([C:4]1([CH3:18])[CH2:5][C:6]2[C:14]3[C:9](=[CH:10][CH:11]=[C:12]([O:15][CH2:16][CH3:17])[CH:13]=3)[NH:8][C:7]=2[CH:25]([C:24]2[CH:27]=[CH:28][CH:29]=[C:22]([OH:21])[CH:23]=2)[NH:19]1)=[O:20]. The catalyst class is: 4. (6) Reactant: C[Si](C)(C)[O:3][C:4]1[N:13]=[C:12]([O:14][Si](C)(C)C)[C:11]2[CH2:10][CH2:9][CH2:8][CH2:7][C:6]=2[N:5]=1.Br[CH2:22][C:23]1[CH:24]=[C:25]([CH:30]=[CH:31][CH:32]=1)[C:26]([O:28][CH3:29])=[O:27].O1CCOCC1.CO. Product: [CH3:29][O:28][C:26]([C:25]1[CH:24]=[C:23]([CH:32]=[CH:31][CH:30]=1)[CH2:22][N:5]1[C:6]2[CH2:7][CH2:8][CH2:9][CH2:10][C:11]=2[C:12](=[O:14])[NH:13][C:4]1=[O:3])=[O:27]. The catalyst class is: 3. (7) Reactant: [C:1]([CH:5]1[CH2:10][CH2:9][CH:8]([NH:11][CH2:12][C:13]2[CH:18]=[CH:17][C:16]([C:19](=[O:31])[CH2:20][C:21]3[N:22]=[N:23][N:24](C(OC)(C)C)[N:25]=3)=[CH:15][CH:14]=2)[CH2:7][CH2:6]1)([CH3:4])([CH3:3])[CH3:2].[F:32][C:33]([F:48])([F:47])[C:34]1[CH:35]=[C:36]([N:44]=[C:45]=[O:46])[CH:37]=[C:38]([C:40]([F:43])([F:42])[F:41])[CH:39]=1. Product: [F:32][C:33]([F:47])([F:48])[C:34]1[CH:35]=[C:36]([NH:44][C:45](=[O:46])[N:11]([CH:8]2[CH2:9][CH2:10][CH:5]([C:1]([CH3:3])([CH3:2])[CH3:4])[CH2:6][CH2:7]2)[CH2:12][C:13]2[CH:18]=[CH:17][C:16]([C:19](=[O:31])[CH2:20][C:21]3[N:25]=[N:24][NH:23][N:22]=3)=[CH:15][CH:14]=2)[CH:37]=[C:38]([C:40]([F:43])([F:41])[F:42])[CH:39]=1. The catalyst class is: 1. (8) Reactant: [NH2:1][CH2:2][C:3]1([CH2:9][C:10]([OH:12])=[O:11])[CH2:8][CH2:7][CH2:6][CH2:5][CH2:4]1.C(N(CC)CC)C.[C:20]([O:24][C:25](O[C:25]([O:24][C:20]([CH3:23])([CH3:22])[CH3:21])=[O:26])=[O:26])([CH3:23])([CH3:22])[CH3:21].Cl. Product: [C:20]([O:24][C:25]([NH:1][CH2:2][C:3]1([CH2:9][C:10]([OH:12])=[O:11])[CH2:8][CH2:7][CH2:6][CH2:5][CH2:4]1)=[O:26])([CH3:23])([CH3:22])[CH3:21]. The catalyst class is: 38. (9) Reactant: Cl[C:2]1[N:7]=[CH:6][N:5]=[C:4]([NH2:8])[C:3]=1[C:9]1[N:13]=[CH:12][N:11]([CH3:14])[N:10]=1.[NH2:15][C@H:16]([C:19]1[N:28]([CH:29]2[CH2:31][CH2:30]2)[C:27](=[O:32])[C:26]2[C:21](=[CH:22][CH:23]=[CH:24][C:25]=2[F:33])[N:20]=1)[CH2:17][CH3:18].CCN(C(C)C)C(C)C.C(Cl)Cl.CO. Product: [NH2:8][C:4]1[N:5]=[CH:6][N:7]=[C:2]([NH:15][C@H:16]([C:19]2[N:28]([CH:29]3[CH2:30][CH2:31]3)[C:27](=[O:32])[C:26]3[C:21](=[CH:22][CH:23]=[CH:24][C:25]=3[F:33])[N:20]=2)[CH2:17][CH3:18])[C:3]=1[C:9]1[N:13]=[CH:12][N:11]([CH3:14])[N:10]=1. The catalyst class is: 114.